From a dataset of Peptide-MHC class I binding affinity with 185,985 pairs from IEDB/IMGT. Regression. Given a peptide amino acid sequence and an MHC pseudo amino acid sequence, predict their binding affinity value. This is MHC class I binding data. The peptide sequence is TMSLVMAWR. The MHC is HLA-A31:01 with pseudo-sequence HLA-A31:01. The binding affinity (normalized) is 0.850.